Dataset: Catalyst prediction with 721,799 reactions and 888 catalyst types from USPTO. Task: Predict which catalyst facilitates the given reaction. (1) Reactant: [N+:1]([C:4]1[CH:5]=[N:6][NH:7][CH:8]=1)([O-:3])=[O:2].I[CH:10]1[CH2:13][O:12][CH2:11]1.C(=O)([O-])[O-].[Cs+].[Cs+]. Product: [N+:1]([C:4]1[CH:5]=[N:6][N:7]([CH:10]2[CH2:13][O:12][CH2:11]2)[CH:8]=1)([O-:3])=[O:2]. The catalyst class is: 3. (2) Reactant: [Cl:1][C:2]1[N:7]=[C:6]([S:8][CH3:9])[N:5]=[C:4]([NH2:10])[CH:3]=1.[Cl:11][CH2:12][C:13]([CH2:15]Cl)=O.O. Product: [Cl:1][C:2]1[N:7]=[C:6]([S:8][CH3:9])[N:5]2[CH:15]=[C:13]([CH2:12][Cl:11])[N:10]=[C:4]2[CH:3]=1. The catalyst class is: 15. (3) Reactant: OC(C(F)(F)F)=O.[OH:8][CH:9]([C:17]1[CH:26]=[CH:25][C:20]2[C:21](=[O:24])[O:22][CH2:23][C:19]=2[C:18]=1[CH3:27])[CH2:10][CH:11]1[CH2:16][CH2:15][NH:14][CH2:13][CH2:12]1.C(=O)(O)[O-].[Na+].[CH3:33][C:34]1[C:42]2[CH2:41][O:40][C:39](=[O:43])[C:38]=2[CH:37]=[CH:36][C:35]=1[C@@H:44]1[CH2:46][O:45]1. Product: [OH:45][C@H:44]([C:35]1[CH:36]=[CH:37][C:38]2[C:39](=[O:43])[O:40][CH2:41][C:42]=2[C:34]=1[CH3:33])[CH2:46][N:14]1[CH2:13][CH2:12][CH:11]([CH2:10][CH:9]([OH:8])[C:17]2[CH:26]=[CH:25][C:20]3[C:21](=[O:24])[O:22][CH2:23][C:19]=3[C:18]=2[CH3:27])[CH2:16][CH2:15]1. The catalyst class is: 8. (4) Reactant: [OH:1][C:2]1[CH:7]=[CH:6][C:5]([C:8]2[CH:9]=[C:10]([C:24]([OH:26])=O)[C:11]3[C:16]([CH3:17])=[N:15][N:14]([CH:18]4[CH2:23][CH2:22][CH2:21][CH2:20][O:19]4)[C:12]=3[N:13]=2)=[CH:4][CH:3]=1.CCN(C(C)C)C(C)C.[CH2:36]([N:43]1[CH2:48][CH2:47][C:46]([NH2:50])([CH3:49])[CH2:45][CH2:44]1)[C:37]1[CH:42]=[CH:41][CH:40]=[CH:39][CH:38]=1.O. Product: [CH2:36]([N:43]1[CH2:48][CH2:47][C:46]([NH:50][C:24]([C:10]2[C:11]3[C:16]([CH3:17])=[N:15][N:14]([CH:18]4[CH2:23][CH2:22][CH2:21][CH2:20][O:19]4)[C:12]=3[N:13]=[C:8]([C:5]3[CH:6]=[CH:7][C:2]([OH:1])=[CH:3][CH:4]=3)[CH:9]=2)=[O:26])([CH3:49])[CH2:45][CH2:44]1)[C:37]1[CH:38]=[CH:39][CH:40]=[CH:41][CH:42]=1. The catalyst class is: 68. (5) Reactant: [Li+].[CH3:2]C([N-]C(C)C)C.[CH3:9][CH:10]([CH2:16][C:17]1[CH:22]=[CH:21][C:20]([C:23]([F:26])([F:25])[F:24])=[CH:19][CH:18]=1)[C:11]([O:13][CH2:14][CH3:15])=[O:12].CI. Product: [CH3:9][C:10]([CH3:2])([CH2:16][C:17]1[CH:18]=[CH:19][C:20]([C:23]([F:25])([F:24])[F:26])=[CH:21][CH:22]=1)[C:11]([O:13][CH2:14][CH3:15])=[O:12]. The catalyst class is: 1. (6) Reactant: [NH2:1][C:2]1[N:31]([CH2:32][CH3:33])[C:6]2[N:7]=[C:8]([NH:11][C:12]3[CH:17]=[CH:16][C:15]([N:18]4[CH2:23][CH2:22][N:21]([CH:24]5[CH2:26][CH2:25]5)[CH2:20][CH2:19]4)=[CH:14][C:13]=3[O:27][CH:28]([F:30])[F:29])[N:9]=[CH:10][C:5]=2[C:4](=[O:34])[C:3]=1[C:35]([NH2:37])=[O:36].[ClH:38]. Product: [ClH:38].[NH2:1][C:2]1[N:31]([CH2:32][CH3:33])[C:6]2[N:7]=[C:8]([NH:11][C:12]3[CH:17]=[CH:16][C:15]([N:18]4[CH2:19][CH2:20][N:21]([CH:24]5[CH2:26][CH2:25]5)[CH2:22][CH2:23]4)=[CH:14][C:13]=3[O:27][CH:28]([F:30])[F:29])[N:9]=[CH:10][C:5]=2[C:4](=[O:34])[C:3]=1[C:35]([NH2:37])=[O:36]. The catalyst class is: 440. (7) Reactant: [CH3:1][N:2]1[CH:6]=[CH:5][CH:4]=[C:3]1[C:7](Cl)=[O:8].[NH2:10][C:11]1[S:12][C:13]([N:24]2[CH:28]=[N:27][CH:26]=[N:25]2)=[C:14]([C:16]2[CH:17]=[C:18]([CH:21]=[CH:22][CH:23]=2)[C:19]#[N:20])[N:15]=1.O. Product: [C:19]([C:18]1[CH:17]=[C:16]([C:14]2[N:15]=[C:11]([NH:10][C:7]([C:3]3[N:2]([CH3:1])[CH:6]=[CH:5][CH:4]=3)=[O:8])[S:12][C:13]=2[N:24]2[CH:28]=[N:27][CH:26]=[N:25]2)[CH:23]=[CH:22][CH:21]=1)#[N:20]. The catalyst class is: 17. (8) Reactant: [OH-].[Na+].[O:3]=[C:4]1[CH2:12][CH2:11][CH2:10][C:9]2[NH:8][CH:7]=[CH:6][C:5]1=2.[C:13]1([S:19](Cl)(=[O:21])=[O:20])[CH:18]=[CH:17][CH:16]=[CH:15][CH:14]=1. Product: [C:13]1([S:19]([N:8]2[C:9]3[CH2:10][CH2:11][CH2:12][C:4](=[O:3])[C:5]=3[CH:6]=[CH:7]2)(=[O:21])=[O:20])[CH:18]=[CH:17][CH:16]=[CH:15][CH:14]=1. The catalyst class is: 26. (9) Reactant: [C:1]12([NH:11][CH2:12][C:13]3[S:20][C:16]4[S:17][CH:18]=[CH:19][C:15]=4[CH:14]=3)[CH2:10][CH:5]3[CH2:6][CH:7]([CH2:9][CH:3]([CH2:4]3)[CH2:2]1)[CH2:8]2.C1C(=O)N([Cl:28])C(=O)C1. Product: [C:1]12([NH:11][CH2:12][C:13]3[S:20][C:16]4[S:17][C:18]([Cl:28])=[CH:19][C:15]=4[CH:14]=3)[CH2:2][CH:3]3[CH2:4][CH:5]([CH2:6][CH:7]([CH2:9]3)[CH2:8]1)[CH2:10]2. The catalyst class is: 3. (10) Reactant: Cl[C:2]1C=C(C=C[CH:11]=1)C(OO)=O.C(S[C:15]1[C:20]([C:21]2[N:33]([CH3:34])[C:24]3=[N:25][CH:26]=[C:27]([C:29]([F:32])([F:31])[F:30])[CH:28]=[C:23]3[N:22]=2)=[CH:19][N:18]=[CH:17][N:16]=1)C.[S:35]([O-:39])([O-])(=[O:37])=S.[Na+].[Na+]. The catalyst class is: 22. Product: [CH2:2]([S:35]([C:19]1[C:20]([C:21]2[N:33]([CH3:34])[C:24]3=[N:25][CH:26]=[C:27]([C:29]([F:32])([F:30])[F:31])[CH:28]=[C:23]3[N:22]=2)=[CH:15][N:16]=[CH:17][N:18]=1)(=[O:39])=[O:37])[CH3:11].